This data is from Retrosynthesis with 50K atom-mapped reactions and 10 reaction types from USPTO. The task is: Predict the reactants needed to synthesize the given product. The reactants are: CC(C(=O)NC(C(=O)N1CCC2NCC(OCc3ccc(F)cc3)C21)C(C)(C)C)N(C)C(=O)OCc1ccccc1.O=C=NCc1ccccc1. Given the product CC(C(=O)NC(C(=O)N1CCC2C1C(OCc1ccc(F)cc1)CN2C(=O)NCc1ccccc1)C(C)(C)C)N(C)C(=O)OCc1ccccc1, predict the reactants needed to synthesize it.